Task: Predict the reaction yield, written as a fraction of the theoretical maximum amount of product (1.0 means a 100% yield; for example, 0.34 means a 34% yield).. Dataset: Reaction yield outcomes from USPTO patents with 853,638 reactions (1) The reactants are [C:1]([O-:6])(=[O:5])[CH:2]([CH3:4])[CH3:3].C[N+](C)(C)C.C(O)(=O)C(C)C.[C:18](=[O:28])([S:26][CH3:27])[O:19][O:20][CH:21](Cl)[CH:22]([CH3:24])[CH3:23]. The catalyst is CCOC(C)=O. The product is [C:18](=[O:28])([S:26][CH3:27])[O:19][O:20][CH:21]([O:6][C:1](=[O:5])[CH:2]([CH3:4])[CH3:3])[CH:22]([CH3:24])[CH3:23]. The yield is 0.650. (2) The reactants are [CH:1]1([C:4]2[C:5]([NH:24][S:25]([CH3:28])(=[O:27])=[O:26])=[CH:6][C:7]3[O:11][C:10]([C:12]4[CH:17]=[CH:16][C:15]([F:18])=[CH:14][CH:13]=4)=[C:9]([C:19]([NH:21][CH3:22])=[O:20])[C:8]=3[CH:23]=2)[CH2:3][CH2:2]1.[CH2:29]([O:36][C:37]1[CH:42]=[CH:41][C:40](B(O)O)=[CH:39][CH:38]=1)[C:30]1[CH:35]=[CH:34][CH:33]=[CH:32][CH:31]=1.C(N(CC)CC)C. The catalyst is C(Cl)Cl.C([O-])(=O)C.[Cu+2].C([O-])(=O)C. The product is [CH2:29]([O:36][C:37]1[CH:42]=[CH:41][C:40]([N:24]([C:5]2[C:4]([CH:1]3[CH2:3][CH2:2]3)=[CH:23][C:8]3[C:9]([C:19]([NH:21][CH3:22])=[O:20])=[C:10]([C:12]4[CH:17]=[CH:16][C:15]([F:18])=[CH:14][CH:13]=4)[O:11][C:7]=3[CH:6]=2)[S:25]([CH3:28])(=[O:27])=[O:26])=[CH:39][CH:38]=1)[C:30]1[CH:35]=[CH:34][CH:33]=[CH:32][CH:31]=1. The yield is 0.560. (3) The catalyst is C1COCC1.[OH-].[Na+].O.CN(C=O)C. The product is [Cl:22][C:23]1[CH:24]=[C:25]2[C:29](=[CH:30][CH:31]=1)[NH:28][CH:27]=[C:26]2[CH2:32][CH2:33][NH:34][C:10]([C:7]1[N:6]=[C:5]([CH2:4][C:3]2[CH:15]=[CH:16][C:17]([F:20])=[C:18]([F:19])[C:2]=2[F:1])[O:9][N:8]=1)=[O:12]. The reactants are [F:1][C:2]1[C:18]([F:19])=[C:17]([F:20])[CH:16]=[CH:15][C:3]=1[CH2:4][C:5]1[O:9][N:8]=[C:7]([C:10]([O:12]CC)=O)[N:6]=1.Cl.[Cl:22][C:23]1[CH:24]=[C:25]2[C:29](=[CH:30][CH:31]=1)[NH:28][CH:27]=[C:26]2[CH2:32][CH2:33][NH2:34].CN(C(ON1N=NC2C=CC=NC1=2)=[N+](C)C)C.F[P-](F)(F)(F)(F)F.C(N(CC)C(C)C)(C)C. The yield is 0.0900. (4) The reactants are [Cl:1][C:2]1[CH:8]=[CH:7][C:6]([O:9][CH2:10][CH2:11][N:12]2[CH2:17][CH2:16][CH2:15][CH2:14][CH2:13]2)=[CH:5][C:3]=1[NH2:4].C([O-])([O-])=O.[K+].[K+].[CH3:24]/[C:25](=[CH:29]\[C:30]1[CH:35]=[CH:34][CH:33]=[CH:32][CH:31]=1)/[C:26](Cl)=[O:27]. The catalyst is CC(C)=O.O. The product is [Cl:1][C:2]1[CH:8]=[CH:7][C:6]([O:9][CH2:10][CH2:11][N:12]2[CH2:17][CH2:16][CH2:15][CH2:14][CH2:13]2)=[CH:5][C:3]=1[NH:4][C:26](=[O:27])/[C:25](/[CH3:24])=[CH:29]/[C:30]1[CH:35]=[CH:34][CH:33]=[CH:32][CH:31]=1. The yield is 0.660. (5) The reactants are Br[C:2]1[CH:3]=[C:4]([N:9]2[C:13]3=[N:14][CH:15]=[CH:16][CH:17]=[C:12]3[C:11]([C:18]([O:20][CH3:21])=[O:19])=[N:10]2)[CH:5]=[C:6]([CH3:8])[CH:7]=1.[C:22]([C@:24]1([OH:31])[CH2:28][CH2:27][N:26]([CH3:29])[C:25]1=[O:30])#[CH:23]. No catalyst specified. The product is [OH:31][C@@:24]1([C:22]#[C:23][C:2]2[CH:3]=[C:4]([N:9]3[C:13]4=[N:14][CH:15]=[CH:16][CH:17]=[C:12]4[C:11]([C:18]([O:20][CH3:21])=[O:19])=[N:10]3)[CH:5]=[C:6]([CH3:8])[CH:7]=2)[CH2:28][CH2:27][N:26]([CH3:29])[C:25]1=[O:30]. The yield is 0.580. (6) The reactants are [CH3:1][C@@:2]1([CH2:13][N:14]2[CH2:19][CH2:18][N:17]([C:20](OC(C)(C)C)=[O:21])[CH2:16][CH2:15]2)[O:6][C:5]2=[N:7][C:8]([N+:10]([O-:12])=[O:11])=[CH:9][N:4]2[CH2:3]1.FC(F)(F)C(O)=O.C(N(CC)CC)C.[Cl:41][CH2:42]C(Cl)=O. The catalyst is CN(C)C1C=CN=CC=1.C(Cl)Cl. The product is [Cl:41][CH2:42][C:20]([N:17]1[CH2:16][CH2:15][N:14]([CH2:13][C@:2]2([CH3:1])[O:6][C:5]3=[N:7][C:8]([N+:10]([O-:12])=[O:11])=[CH:9][N:4]3[CH2:3]2)[CH2:19][CH2:18]1)=[O:21]. The yield is 0.430. (7) The reactants are [CH3:1][O:2][C:3](=[O:17])[CH:4]([C:10]1[CH:15]=[CH:14][C:13]([OH:16])=[CH:12][CH:11]=1)[CH2:5][C:6]([O:8][CH3:9])=[O:7].[Cl-].[Mg+2].[Cl-].C=O.Cl.C[CH2:25][O:26]CC. The catalyst is C(#N)C. The product is [CH3:1][O:2][C:3](=[O:17])[CH:4]([C:10]1[CH:11]=[CH:12][C:13]([OH:16])=[C:14]([CH:25]=[O:26])[CH:15]=1)[CH2:5][C:6]([O:8][CH3:9])=[O:7]. The yield is 0.890.